From a dataset of Forward reaction prediction with 1.9M reactions from USPTO patents (1976-2016). Predict the product of the given reaction. Given the reactants [CH2:1]([O:3][C:4](=[O:22])[C:5]([CH3:21])([O:14][C:15]1[CH:20]=[CH:19][CH:18]=[CH:17][CH:16]=1)[CH2:6][C:7]1[CH:12]=[CH:11][C:10]([OH:13])=[CH:9][CH:8]=1)[CH3:2].[Br:23][CH2:24][CH2:25][CH2:26]Br.C([O-])([O-])=O.[K+].[K+], predict the reaction product. The product is: [CH2:1]([O:3][C:4](=[O:22])[C:5]([CH3:21])([O:14][C:15]1[CH:20]=[CH:19][CH:18]=[CH:17][CH:16]=1)[CH2:6][C:7]1[CH:12]=[CH:11][C:10]([O:13][CH2:26][CH2:25][CH2:24][Br:23])=[CH:9][CH:8]=1)[CH3:2].